This data is from Full USPTO retrosynthesis dataset with 1.9M reactions from patents (1976-2016). The task is: Predict the reactants needed to synthesize the given product. Given the product [NH2:32][C:31]1[S:33]/[C:27](=[CH:10]\[C:3]2[C:4]3[C:5](=[N:6][CH:7]=[CH:8][CH:9]=3)[NH:1][CH:2]=2)/[C:28](=[O:29])[N:30]=1, predict the reactants needed to synthesize it. The reactants are: [NH:1]1[C:5]2=[N:6][CH:7]=[CH:8][CH:9]=[C:4]2[C:3]([CH:10]=O)=[CH:2]1.COC1C=CC(/C=[C:27]2/[C:28]([NH:30][C:31]([S:33]/2)=[NH:32])=[O:29])=CC=1OC1CCCC1.C([O-])(=O)C.[Na+].O.